Predict which catalyst facilitates the given reaction. From a dataset of Catalyst prediction with 721,799 reactions and 888 catalyst types from USPTO. Reactant: S(Cl)(Cl)=O.[F:5][C:6]1[CH:11]=[C:10]([F:12])[CH:9]=[CH:8][C:7]=1[CH2:13][CH2:14][C:15]([OH:17])=O. Product: [F:5][C:6]1[CH:11]=[C:10]([F:12])[CH:9]=[C:8]2[C:7]=1[CH2:13][CH2:14][C:15]2=[O:17]. The catalyst class is: 2.